This data is from Reaction yield outcomes from USPTO patents with 853,638 reactions. The task is: Predict the reaction yield, written as a fraction of the theoretical maximum amount of product (1.0 means a 100% yield; for example, 0.34 means a 34% yield). (1) The reactants are [C:1]([C:5]1[CH:9]=[C:8]([NH:10][C:11]2[C:12]([C:17]([OH:19])=[O:18])=[N:13][CH:14]=[CH:15][CH:16]=2)[N:7]([C:20]2[C:25]([CH3:26])=[CH:24][CH:23]=[CH:22][C:21]=2[CH3:27])[N:6]=1)([CH3:4])([CH3:3])[CH3:2].C(O)(=O)C.[Cl:32]CCl.ClN1C(=O)CCC1=O.[OH-].[K+]. The product is [C:1]([C:5]1[C:9]([Cl:32])=[C:8]([NH:10][C:11]2[C:12]([C:17]([OH:19])=[O:18])=[N:13][CH:14]=[CH:15][CH:16]=2)[N:7]([C:20]2[C:25]([CH3:26])=[CH:24][CH:23]=[CH:22][C:21]=2[CH3:27])[N:6]=1)([CH3:4])([CH3:3])[CH3:2]. The catalyst is O. The yield is 0.760. (2) The reactants are Br[C:2]1[CH:3]=[CH:4][C:5]2[O:14][C:13]3[CH2:12][CH2:11][N:10]([C:15]([O:17][C:18]([CH3:21])([CH3:20])[CH3:19])=[O:16])[CH2:9][C:8]=3[C:6]=2[CH:7]=1.C([Li])CCC.[CH:27](=[O:34])[C:28]1[CH:33]=[CH:32][CH:31]=[CH:30][CH:29]=1.[NH4+].[Cl-:36]. The catalyst is C1COCC1. The product is [Cl:36][C:4]1[C:5]2[O:14][C:13]3[CH2:12][CH2:11][N:10]([C:15]([O:17][C:18]([CH3:21])([CH3:20])[CH3:19])=[O:16])[CH2:9][C:8]=3[C:6]=2[CH:7]=[C:2]([CH:27]([OH:34])[C:28]2[CH:33]=[CH:32][CH:31]=[CH:30][CH:29]=2)[CH:3]=1. The yield is 0.560. (3) The reactants are [Cl:1][C:2]1[CH:11]=[CH:10][C:5]2[N:6]=[C:7]([NH2:9])[S:8][C:4]=2[CH:3]=1.Br[CH2:13][C:14](=O)[C:15]([O:17][CH2:18][CH3:19])=[O:16]. No catalyst specified. The product is [Cl:1][C:2]1[CH:11]=[CH:10][C:5]2[N:6]3[CH:13]=[C:14]([C:15]([O:17][CH2:18][CH3:19])=[O:16])[N:9]=[C:7]3[S:8][C:4]=2[CH:3]=1. The yield is 0.600.